From a dataset of Acute oral toxicity (LD50) regression data from Zhu et al.. Regression/Classification. Given a drug SMILES string, predict its toxicity properties. Task type varies by dataset: regression for continuous values (e.g., LD50, hERG inhibition percentage) or binary classification for toxic/non-toxic outcomes (e.g., AMES mutagenicity, cardiotoxicity, hepatotoxicity). Dataset: ld50_zhu. (1) The compound is Cc1ccccc1NCCO. The rat oral LD50 is 1.84, given as -log10 of the dose in mol/kg body weight (higher means more acutely toxic). (2) The molecule is Oc1cccc(Oc2ccccc2)c1. The rat oral LD50 is 2.19, given as -log10 of the dose in mol/kg body weight (higher means more acutely toxic).